Dataset: Catalyst prediction with 721,799 reactions and 888 catalyst types from USPTO. Task: Predict which catalyst facilitates the given reaction. Reactant: Cl.[Cl:2][CH2:3][C:4]1[N:5]=[C:6]([NH2:9])[S:7][CH:8]=1.[Cl:10][C:11]1[CH:12]=[C:13]([CH:18]=[CH:19][C:20]=1[Cl:21])[CH2:14][N:15]=[C:16]=[O:17].CCN(C(C)C)C(C)C. Product: [Cl:10][C:11]1[CH:12]=[C:13]([CH:18]=[CH:19][C:20]=1[Cl:21])[CH2:14][NH:15][C:16]([NH:9][C:6]1[S:7][CH:8]=[C:4]([CH2:3][Cl:2])[N:5]=1)=[O:17]. The catalyst class is: 4.